Dataset: Peptide-MHC class I binding affinity with 185,985 pairs from IEDB/IMGT. Task: Regression. Given a peptide amino acid sequence and an MHC pseudo amino acid sequence, predict their binding affinity value. This is MHC class I binding data. (1) The peptide sequence is IDATSTGNY. The MHC is HLA-A24:02 with pseudo-sequence HLA-A24:02. The binding affinity (normalized) is 0. (2) The peptide sequence is EMVDELVTR. The MHC is HLA-A31:01 with pseudo-sequence HLA-A31:01. The binding affinity (normalized) is 0.690. (3) The peptide sequence is GMFDWESMK. The MHC is HLA-A03:01 with pseudo-sequence HLA-A03:01. The binding affinity (normalized) is 0.507. (4) The peptide sequence is DLLFNEKLKV. The MHC is HLA-A02:01 with pseudo-sequence HLA-A02:01. The binding affinity (normalized) is 0.537.